Dataset: Forward reaction prediction with 1.9M reactions from USPTO patents (1976-2016). Task: Predict the product of the given reaction. (1) Given the reactants Cl.[NH2:2][C@H:3]([NH:6][C:7](=[O:34])[C:8]1[CH:13]=[CH:12][C:11](/[CH:14]=[CH:15]/[CH:16]([C:21]2[CH:26]=[C:25]([Cl:27])[C:24]([Cl:28])=[C:23]([Cl:29])[CH:22]=2)[C:17]([F:20])([F:19])[F:18])=[CH:10][C:9]=1[C:30]([F:33])([F:32])[F:31])[CH2:4][CH3:5].[F:35][C:36]([F:43])([F:42])[CH2:37][CH2:38][C:39](Cl)=[O:40], predict the reaction product. The product is: [F:19][C:17]([F:20])([F:18])[CH:16]([C:21]1[CH:26]=[C:25]([Cl:27])[C:24]([Cl:28])=[C:23]([Cl:29])[CH:22]=1)/[CH:15]=[CH:14]/[C:11]1[CH:12]=[CH:13][C:8]([C:7]([NH:6][C@@H:3]([NH:2][C:39](=[O:40])[CH2:38][CH2:37][C:36]([F:43])([F:42])[F:35])[CH2:4][CH3:5])=[O:34])=[C:9]([C:30]([F:33])([F:32])[F:31])[CH:10]=1. (2) Given the reactants FC(F)(F)[CH2:3][O:4][C:5](=[O:9])[C:6]([CH3:8])=C.C(O[CH:17]([O:31][C:32](=[O:35])[CH:33]=[CH2:34])[C:18](F)(F)[C:19](F)(F)[C:20](F)(F)C(F)(F)C)(=O)C=C.[C:36]([O:40][CH2:41]C(F)(F)C(F)(F)C(F)(F)C(F)F)(=[O:39])[CH:37]=[CH2:38].C(OC(F)(F)C1(F)C(F)(F)C(F)(F)C(F)(F)C(F)(F)C1(F)F)(=O)C(C)=C, predict the reaction product. The product is: [CH3:20][CH2:19][C:18]([CH2:17][O:31][C:32]([CH:33]=[CH2:34])=[O:35])([CH2:3][O:4][C:5]([CH:6]=[CH2:8])=[O:9])[CH2:41][O:40][C:36]([CH:37]=[CH2:38])=[O:39]. (3) Given the reactants [CH2:1]([C:3]1[N:7]([CH2:8][C:9]2[N:10]=[C:11]3[S:18][C:17]([CH3:19])=[C:16]([CH:20]4[CH2:22][CH:21]4[C:23]([O-:25])=[O:24])[N:12]3[C:13](=[O:15])[CH:14]=2)[N:6]=[C:5]([C:26]([F:29])([F:28])[F:27])[CH:4]=1)[CH3:2].[OH-].[Li+].Cl, predict the reaction product. The product is: [CH2:1]([C:3]1[N:7]([CH2:8][C:9]2[N:10]=[C:11]3[S:18][C:17]([CH3:19])=[C:16]([CH:20]4[CH2:22][CH:21]4[C:23]([OH:25])=[O:24])[N:12]3[C:13](=[O:15])[CH:14]=2)[N:6]=[C:5]([C:26]([F:28])([F:27])[F:29])[CH:4]=1)[CH3:2]. (4) Given the reactants C([O:5][C:6](=[O:26])[C:7]([S:10][C:11]1[S:12][CH:13]=[C:14]([CH2:16][CH2:17][NH:18][CH2:19][CH2:20][CH2:21][CH2:22][CH2:23][CH2:24][CH3:25])[N:15]=1)([CH3:9])[CH3:8])(C)(C)C.[C:27]1([C:36]2[CH:41]=[CH:40][CH:39]=[CH:38][CH:37]=2)[C:28]([C:33](O)=[O:34])=[CH:29][CH:30]=[CH:31][CH:32]=1.FC(F)(F)C(O)=O, predict the reaction product. The product is: [C:27]1([C:36]2[CH:41]=[CH:40][CH:39]=[CH:38][CH:37]=2)[CH:32]=[CH:31][CH:30]=[CH:29][C:28]=1[C:33]([N:18]([CH2:19][CH2:20][CH2:21][CH2:22][CH2:23][CH2:24][CH3:25])[CH2:17][CH2:16][C:14]1[N:15]=[C:11]([S:10][C:7]([CH3:8])([CH3:9])[C:6]([OH:5])=[O:26])[S:12][CH:13]=1)=[O:34].